This data is from Forward reaction prediction with 1.9M reactions from USPTO patents (1976-2016). The task is: Predict the product of the given reaction. Given the reactants Br[C:2]1[CH:7]=[CH:6][C:5]([N:8]2[CH:12]=[CH:11][NH:10][C:9]2=[O:13])=[CH:4][CH:3]=1.[B:14]1([B:14]2[O:18][C:17]([CH3:20])([CH3:19])[C:16]([CH3:22])([CH3:21])[O:15]2)[O:18][C:17]([CH3:20])([CH3:19])[C:16]([CH3:22])([CH3:21])[O:15]1.C([O-])(=O)C.[K+], predict the reaction product. The product is: [CH3:21][C:16]1([CH3:22])[C:17]([CH3:20])([CH3:19])[O:18][B:14]([C:2]2[CH:7]=[CH:6][C:5]([N:8]3[CH:12]=[CH:11][NH:10][C:9]3=[O:13])=[CH:4][CH:3]=2)[O:15]1.